From a dataset of Full USPTO retrosynthesis dataset with 1.9M reactions from patents (1976-2016). Predict the reactants needed to synthesize the given product. (1) Given the product [Cl:2][C:3]1[CH:8]=[CH:7][C:6]([S:9]([C:12]2([C:18]3[CH:23]=[C:22]([F:24])[CH:21]=[CH:20][C:19]=3[F:25])[CH2:17][CH2:16][N:15]([CH3:26])[CH2:14][CH2:13]2)(=[O:10])=[O:11])=[CH:5][CH:4]=1, predict the reactants needed to synthesize it. The reactants are: Cl.[Cl:2][C:3]1[CH:8]=[CH:7][C:6]([S:9]([C:12]2([C:18]3[CH:23]=[C:22]([F:24])[CH:21]=[CH:20][C:19]=3[F:25])[CH2:17][CH2:16][NH:15][CH2:14][CH2:13]2)(=[O:11])=[O:10])=[CH:5][CH:4]=1.[CH2:26](N(CC)CC)C.C=O.C(O[BH-](OC(=O)C)OC(=O)C)(=O)C.[Na+].[OH-].[Na+]. (2) Given the product [CH3:5][N:6]([CH2:7][C:8]1[NH:9][C:10]2[C:15]([C:16]=1[CH3:17])=[CH:14][CH:13]=[CH:12][CH:11]=2)[C:33](=[O:34])/[CH:32]=[CH:31]/[C:29]1[CH:28]=[N:27][C:25]2[NH:26][C:20](=[O:19])[CH2:21][O:22][CH2:23][C:24]=2[CH:30]=1, predict the reactants needed to synthesize it. The reactants are: C(Cl)CCl.[CH3:5][NH:6][CH2:7][C:8]1[NH:9][C:10]2[C:15]([C:16]=1[CH3:17])=[CH:14][CH:13]=[CH:12][CH:11]=2.Cl.[O:19]=[C:20]1[NH:26][C:25]2[N:27]=[CH:28][C:29](/[CH:31]=[CH:32]/[C:33](O)=[O:34])=[CH:30][C:24]=2[CH2:23][O:22][CH2:21]1.C1C=CC2N(O)N=NC=2C=1.O.CCN(C(C)C)C(C)C. (3) Given the product [OH:8][CH:7]1[CH2:6][N:5]([C:9]([O:11][CH2:12][C:13]2[CH:18]=[CH:17][CH:16]=[CH:15][CH:14]=2)=[O:10])[CH:4]([C:19]([O:21][CH2:22][CH3:23])=[O:20])[CH:3]1[CH3:1], predict the reactants needed to synthesize it. The reactants are: [CH3:1][Li].[CH:3]12[O:8][CH:7]1[CH2:6][N:5]([C:9]([O:11][CH2:12][C:13]1[CH:18]=[CH:17][CH:16]=[CH:15][CH:14]=1)=[O:10])[CH:4]2[C:19]([O:21][CH2:22][CH3:23])=[O:20]. (4) Given the product [Cl:1][C:2]1[C:7]([Cl:8])=[CH:6][CH:5]=[CH:4][C:3]=1[N:9]1[CH2:14][CH2:13][N:12]([CH2:16][CH2:17][CH2:18][C:19]2[C:27]3[C:22](=[CH:23][CH:24]=[C:25]([F:28])[CH:26]=3)[NH:21][CH:20]=2)[CH2:11][CH2:10]1, predict the reactants needed to synthesize it. The reactants are: [Cl:1][C:2]1[C:7]([Cl:8])=[CH:6][CH:5]=[CH:4][C:3]=1[N:9]1[CH2:14][CH2:13][NH:12][CH2:11][CH2:10]1.Cl[CH2:16][CH2:17][CH2:18][C:19]1[C:27]2[C:22](=[CH:23][CH:24]=[C:25]([F:28])[CH:26]=2)[NH:21][CH:20]=1. (5) The reactants are: [C:1]([O:4][C:5]1[C:10]([CH:11]([CH3:13])[CH3:12])=[CH:9][C:8]([OH:14])=[C:7]([C:15](=[O:17])[CH3:16])[C:6]=1[CH3:18])(=[O:3])[CH3:2].[C:19]1(=O)[CH2:22][CH2:21][CH2:20]1.N1CCCC1. Given the product [C:1]([O:4][C:5]1[C:6]([CH3:18])=[C:7]2[C:8](=[CH:9][C:10]=1[CH:11]([CH3:13])[CH3:12])[O:14][C:19]1([CH2:22][CH2:21][CH2:20]1)[CH2:16][C:15]2=[O:17])(=[O:3])[CH3:2], predict the reactants needed to synthesize it. (6) Given the product [OH:8][C:9]1[CH:14]=[CH:13][C:12]([N:15]([CH3:60])[C:16]([C:18]2[CH:19]=[C:20]([C:27]3[CH:28]=[C:29]4[C:34](=[CH:35][C:36]=3[C:37]([N:39]3[C@H:48]([CH3:49])[CH2:47][C:46]5[C:41](=[CH:42][CH:43]=[CH:44][CH:45]=5)[CH2:40]3)=[O:38])[CH2:33][N:32]([C:50]([N:52]([CH3:59])[C:53]3[CH:54]=[CH:55][CH:56]=[CH:57][CH:58]=3)=[O:51])[CH2:31][CH2:30]4)[N:21]3[C:26]=2[CH2:25][CH2:24][CH2:23][CH2:22]3)=[O:17])=[CH:11][CH:10]=1, predict the reactants needed to synthesize it. The reactants are: C([O:8][C:9]1[CH:14]=[CH:13][C:12]([N:15]([CH3:60])[C:16]([C:18]2[CH:19]=[C:20]([C:27]3[CH:28]=[C:29]4[C:34](=[CH:35][C:36]=3[C:37]([N:39]3[C@H:48]([CH3:49])[CH2:47][C:46]5[C:41](=[CH:42][CH:43]=[CH:44][CH:45]=5)[CH2:40]3)=[O:38])[CH2:33][N:32]([C:50]([N:52]([CH3:59])[C:53]3[CH:58]=[CH:57][CH:56]=[CH:55][CH:54]=3)=[O:51])[CH2:31][CH2:30]4)[N:21]3[C:26]=2[CH2:25][CH2:24][CH2:23][CH2:22]3)=[O:17])=[CH:11][CH:10]=1)C1C=CC=CC=1. (7) Given the product [NH2:13][C:14]1[C:22]2[C:17](=[CH:18][CH:19]=[CH:20][C:21]=2[F:23])[C:16]([C:32]2[CH:33]=[C:34]([CH3:40])[C:35](=[O:39])[N:36]([CH3:38])[CH:37]=2)([C:24]2[CH:29]=[CH:28][C:27]([F:30])=[C:26]([C:6]3[CH:7]=[N:8][CH:9]=[C:4]([C:1]#[C:2][CH3:3])[CH:5]=3)[CH:25]=2)[N:15]=1, predict the reactants needed to synthesize it. The reactants are: [C:1]([C:4]1[CH:5]=[C:6](B(O)O)[CH:7]=[N:8][CH:9]=1)#[C:2][CH3:3].[NH2:13][C:14]1[C:22]2[C:17](=[CH:18][CH:19]=[CH:20][C:21]=2[F:23])[C:16]([C:32]2[CH:33]=[C:34]([CH3:40])[C:35](=[O:39])[N:36]([CH3:38])[CH:37]=2)([C:24]2[CH:29]=[CH:28][C:27]([F:30])=[C:26](Br)[CH:25]=2)[N:15]=1. (8) Given the product [CH2:1]([O:8][C:9]([N:11]1[CH2:17][CH2:16][CH2:15][CH:14]([NH:18][C:19](=[O:28])[C@@H:20]([NH:27][C:35]([C:31]2[O:30][CH:34]=[CH:33][CH:32]=2)=[O:36])[CH2:21][CH:22]2[CH2:23][CH2:24][CH2:25][CH2:26]2)[CH:13]([OH:29])[CH2:12]1)=[O:10])[C:2]1[CH:7]=[CH:6][CH:5]=[CH:4][CH:3]=1, predict the reactants needed to synthesize it. The reactants are: [CH2:1]([O:8][C:9]([N:11]1[CH2:17][CH2:16][CH2:15][CH:14]([NH:18][C:19](=[O:28])[C@@H:20]([NH2:27])[CH2:21][CH:22]2[CH2:26][CH2:25][CH2:24][CH2:23]2)[CH:13]([OH:29])[CH2:12]1)=[O:10])[C:2]1[CH:7]=[CH:6][CH:5]=[CH:4][CH:3]=1.[O:30]1[CH:34]=[CH:33][CH:32]=[C:31]1[C:35](O)=[O:36].CN1CCOCC1.CN(C(ON1N=NC2C=CC=CC1=2)=[N+](C)C)C.F[P-](F)(F)(F)(F)F. (9) Given the product [CH2:1]([N:5]([C:6]1[S:7][C:8]([C:11]([OH:20])([C:12]([F:13])([F:14])[F:15])[C:16]([F:19])([F:17])[F:18])=[CH:9][N:10]=1)[C:24]([NH:23][CH2:21][CH3:22])=[O:25])[CH2:2][CH2:3][CH3:4], predict the reactants needed to synthesize it. The reactants are: [CH2:1]([NH:5][C:6]1[S:7][C:8]([C:11]([OH:20])([C:16]([F:19])([F:18])[F:17])[C:12]([F:15])([F:14])[F:13])=[CH:9][N:10]=1)[CH2:2][CH2:3][CH3:4].[CH2:21]([N:23]=[C:24]=[O:25])[CH3:22]. (10) Given the product [NH2:36][C:37]1([C:41]2[CH:42]=[CH:43][C:44]([C:47]3[C:56](=[O:57])[C:55]4[C:50](=[CH:51][CH:52]=[C:53]([C:58]#[N:59])[CH:54]=4)[O:49][C:48]=3[C:60]3[CH:65]=[CH:64][CH:63]=[CH:62][CH:61]=3)=[CH:45][CH:46]=2)[CH2:38][CH2:39][CH2:40]1, predict the reactants needed to synthesize it. The reactants are: NC1(C2C=CC(C3C(=O)C4C(=CC=C(F)C=4)OC=3C3C=CC=CC=3)=CC=2)CCC1.C(OC(=O)[NH:36][C:37]1([C:41]2[CH:46]=[CH:45][C:44]([C:47]3[C:56](=[O:57])[C:55]4[C:50](=[CH:51][CH:52]=[C:53]([C:58]#[N:59])[CH:54]=4)[O:49][C:48]=3[C:60]3[CH:65]=[CH:64][CH:63]=[CH:62][CH:61]=3)=[CH:43][CH:42]=2)[CH2:40][CH2:39][CH2:38]1)(C)(C)C.